Dataset: Full USPTO retrosynthesis dataset with 1.9M reactions from patents (1976-2016). Task: Predict the reactants needed to synthesize the given product. (1) Given the product [CH3:8][C@H:6]1[O:7][C@@H:2]([CH3:1])[CH2:3][N:4]([CH2:10][C:11]2[CH:12]=[CH:13][C:14]([C:15]([NH:17][C:18]3[CH:19]=[CH:20][C:21]([O:24][C:25](=[O:34])[N:26]([CH3:33])[C:27]4[CH:32]=[CH:31][CH:30]=[CH:29][CH:28]=4)=[N:22][CH:23]=3)=[O:16])=[CH:35][CH:36]=2)[CH2:5]1, predict the reactants needed to synthesize it. The reactants are: [CH3:1][C@H:2]1[O:7][C@@H:6]([CH3:8])[CH2:5][NH:4][CH2:3]1.Cl[CH2:10][C:11]1[CH:36]=[CH:35][C:14]([C:15]([NH:17][C:18]2[CH:19]=[CH:20][C:21]([O:24][C:25](=[O:34])[N:26]([CH3:33])[C:27]3[CH:32]=[CH:31][CH:30]=[CH:29][CH:28]=3)=[N:22][CH:23]=2)=[O:16])=[CH:13][CH:12]=1. (2) Given the product [CH3:1][C:2]1[CH:3]=[CH:4][N:5]2[C:10]=1[C:9](=[O:11])[N:8]([C:12]1[CH:13]=[CH:14][CH:15]=[CH:16][CH:17]=1)[C:7]([C@@H:18]([NH:20][C:21]1[C:22]3[C:29]([C:30]([OH:32])=[O:31])=[CH:28][NH:27][C:23]=3[N:24]=[CH:25][N:26]=1)[CH3:19])=[N:6]2, predict the reactants needed to synthesize it. The reactants are: [CH3:1][C:2]1[CH:3]=[CH:4][N:5]2[C:10]=1[C:9](=[O:11])[N:8]([C:12]1[CH:17]=[CH:16][CH:15]=[CH:14][CH:13]=1)[C:7]([C@@H:18]([NH:20][C:21]1[C:22]3[C:29]([C:30]([O:32]CC4C=CC=CC=4)=[O:31])=[CH:28][NH:27][C:23]=3[N:24]=[CH:25][N:26]=1)[CH3:19])=[N:6]2. (3) Given the product [CH2:1]([C@@H:8]([C@@H:13]([O:15][CH2:16][C:17]1[CH:18]=[CH:19][C:20]([O:23][CH3:24])=[CH:21][CH:22]=1)[CH3:14])[CH2:9][OH:10])[C:2]1[CH:3]=[CH:4][CH:5]=[CH:6][CH:7]=1, predict the reactants needed to synthesize it. The reactants are: [CH2:1]([C@@H:8]([C@@H:13]([O:15][CH2:16][C:17]1[CH:22]=[CH:21][C:20]([O:23][CH3:24])=[CH:19][CH:18]=1)[CH3:14])[C:9](OC)=[O:10])[C:2]1[CH:7]=[CH:6][CH:5]=[CH:4][CH:3]=1.[H-].[H-].[H-].[H-].[Li+].[Al+3]. (4) Given the product [Cl:56][C:57]1[CH:58]=[C:59]([NH:64][NH:65][C:14](=[O:15])[CH:13]([C:8]2[CH:7]=[CH:6][C:5]3[C:10](=[CH:11][CH:12]=[C:3]([O:2][CH3:1])[CH:4]=3)[CH:9]=2)[N:17]2[CH2:22][CH2:21][N:20]([CH3:23])[CH2:19][CH2:18]2)[CH:60]=[C:61]([Cl:63])[CH:62]=1, predict the reactants needed to synthesize it. The reactants are: [CH3:1][O:2][C:3]1[CH:4]=[C:5]2[C:10](=[CH:11][CH:12]=1)[CH:9]=[C:8]([CH:13]([N:17]1[CH2:22][CH2:21][N:20]([CH3:23])[CH2:19][CH2:18]1)[C:14](O)=[O:15])[CH:7]=[CH:6]2.C1C=CC2N(O)N=NC=2C=1.O.CCN=C=NCCCN(C)C.Cl.CCN(C(C)C)C(C)C.[Cl:56][C:57]1[CH:58]=[C:59]([NH:64][NH2:65])[CH:60]=[C:61]([Cl:63])[CH:62]=1. (5) The reactants are: [CH2:1]([C:3]1[C:11]([CH3:12])=[C:10]([O:13]C)[CH:9]=[CH:8][C:4]=1[C:5]([OH:7])=[O:6])[CH3:2].B(Br)(Br)Br. Given the product [CH2:1]([C:3]1[C:11]([CH3:12])=[C:10]([OH:13])[CH:9]=[CH:8][C:4]=1[C:5]([OH:7])=[O:6])[CH3:2], predict the reactants needed to synthesize it. (6) Given the product [CH3:23][O:22][C:17]1[CH:18]=[C:19]([NH2:21])[CH:20]=[C:15]([O:13][CH2:12][CH2:11][O:10][CH2:9][CH2:8][O:7][CH2:6][CH2:5][O:4][CH3:3])[N:16]=1, predict the reactants needed to synthesize it. The reactants are: [H-].[Na+].[CH3:3][O:4][CH2:5][CH2:6][O:7][CH2:8][CH2:9][O:10][CH2:11][CH2:12][OH:13].F[C:15]1[CH:20]=[C:19]([NH2:21])[CH:18]=[C:17]([O:22][CH3:23])[N:16]=1. (7) Given the product [Br:1][C:2]1[C:3]([CH2:41][CH:42]=[CH:34][C:24]2[CH:29]=[CH:28][CH:27]=[CH:26][CH:25]=2)=[C:4]([NH2:13])[C:5]2[N:9]=[C:8]([CH3:10])[N:7]([CH3:11])[C:6]=2[CH:12]=1, predict the reactants needed to synthesize it. The reactants are: [Br:1][C:2]1[CH:3]=[C:4]([NH:13]C(C2C=CC=CC=2)C=C)[C:5]2[N:9]=[C:8]([CH3:10])[N:7]([CH3:11])[C:6]=2[CH:12]=1.O.[C:24]1([CH3:34])[CH:29]=[CH:28][C:27](S(O)(=O)=O)=[CH:26][CH:25]=1.C(=O)([O-])O.[Na+].O.[C:41]1(C)C=CC=C[CH:42]=1.